Dataset: Catalyst prediction with 721,799 reactions and 888 catalyst types from USPTO. Task: Predict which catalyst facilitates the given reaction. (1) Reactant: C(OC(=O)[NH:7][C:8]1[CH:13]=[C:12]([CH2:14][CH:15]([CH:22]2[CH2:24][CH2:23]2)[C:16]2[CH:21]=[CH:20][CH:19]=[CH:18][CH:17]=2)[CH:11]=[CH:10][N:9]=1)(C)(C)C.FC(F)(F)C(O)=O.CCOC(C)=O.C([O-])(O)=O.[Na+]. Product: [CH:22]1([CH:15]([C:16]2[CH:21]=[CH:20][CH:19]=[CH:18][CH:17]=2)[CH2:14][C:12]2[CH:11]=[CH:10][N:9]=[C:8]([NH2:7])[CH:13]=2)[CH2:24][CH2:23]1. The catalyst class is: 34. (2) Reactant: [NH2:1][C:2]1[CH:17]=[CH:16][C:5]([O:6][C:7]2[CH:12]=[CH:11][N:10]=[C:9]([C:13]([NH2:15])=[O:14])[CH:8]=2)=[C:4]([F:18])[CH:3]=1.FC1C=C(NC(=O)CC(NC2C=CC(F)=CC=2)=O)C=CC=1OC1C=CN=C(NCCN2CCOCC2)C=1.CCN(C(C)C)C(C)C.Cl[C:66](=[O:73])[CH2:67][C:68]([O:70][CH2:71][CH3:72])=[O:69]. Product: [C:13]([C:9]1[CH:8]=[C:7]([O:6][C:5]2[CH:16]=[CH:17][C:2]([NH:1][C:66](=[O:73])[CH2:67][C:68]([O:70][CH2:71][CH3:72])=[O:69])=[CH:3][C:4]=2[F:18])[CH:12]=[CH:11][N:10]=1)(=[O:14])[NH2:15]. The catalyst class is: 31. (3) Reactant: [CH3:1][N:2]1[C:11]2[CH:10]=[CH:9][CH:8]=[C:7]3[C@@H:12]4[CH2:17][N:16]([CH2:18][CH2:19][CH2:20][C:21]([C:23]5[CH:28]=[CH:27][C:26]([F:29])=[CH:25][CH:24]=5)=[O:22])[CH2:15][CH2:14][C@@H:13]4[N:5]([C:6]=23)[CH2:4][CH2:3]1.[C:30](=[O:38])([O:34][CH:35]([CH3:37])[CH3:36])[O:31][CH2:32]Cl.[Na+].[I-]. Product: [CH:30]([O-:34])=[O:31].[F:29][C:26]1[CH:25]=[CH:24][C:23]([C:21](=[O:22])[CH2:20][CH2:19][CH2:18][N+:16]2([CH2:32][O:31][C:30]([O:34][CH:35]([CH3:37])[CH3:36])=[O:38])[CH2:15][CH2:14][C@@H:13]3[N:5]4[C:6]5[C:7]([C@@H:12]3[CH2:17]2)=[CH:8][CH:9]=[CH:10][C:11]=5[N:2]([CH3:1])[CH2:3][CH2:4]4)=[CH:28][CH:27]=1. The catalyst class is: 10. (4) Reactant: [CH2:1]([NH:8][CH:9]([CH3:13])[CH2:10][CH2:11][OH:12])[C:2]1[CH:7]=[CH:6][CH:5]=[CH:4][CH:3]=1.C(N(CC)CC)C.Cl[CH2:22][C:23](Cl)=[O:24].Cl.[OH-].[K+]. Product: [CH2:1]([N:8]1[CH:9]([CH3:13])[CH2:10][CH2:11][O:12][CH2:22][C:23]1=[O:24])[C:2]1[CH:7]=[CH:6][CH:5]=[CH:4][CH:3]=1. The catalyst class is: 46. (5) Reactant: [CH:1]1([NH:6][C:7]2[CH:8]=[CH:9][CH:10]=[C:11]3[C:15]=2[NH:14][C:13]([C:16]2[S:17][CH2:18][C@@H:19]([CH2:21][C:22]([OH:24])=O)[N:20]=2)=[CH:12]3)[CH2:5][CH2:4][CH2:3][CH2:2]1.Cl.[CH2:26]([NH2:28])[CH3:27].C(Cl)CCl.C1C=CC2N(O)N=NC=2C=1.C(N(CC)CC)C.C(=O)(O)[O-].[Na+]. Product: [CH:1]1([NH:6][C:7]2[CH:8]=[CH:9][CH:10]=[C:11]3[C:15]=2[NH:14][C:13]([C:16]2[S:17][CH2:18][C@@H:19]([CH2:21][C:22]([NH:28][CH2:26][CH3:27])=[O:24])[N:20]=2)=[CH:12]3)[CH2:2][CH2:3][CH2:4][CH2:5]1. The catalyst class is: 9.